From a dataset of Reaction yield outcomes from USPTO patents with 853,638 reactions. Predict the reaction yield, written as a fraction of the theoretical maximum amount of product (1.0 means a 100% yield; for example, 0.34 means a 34% yield). (1) The reactants are Cl[CH2:2][C:3](Cl)=[O:4].[NH2:6][C:7]1[CH:12]=[CH:11][CH:10]=[CH:9][CH:8]=1.CCN(CC)CC.[N-:20]=[N+:21]=[N-:22].[Na+]. The catalyst is ClCCl.CN(C=O)C.C(OCC)(=O)C. The product is [C:7]1([NH:6][C:3](=[O:4])[CH2:2][N:20]=[N+:21]=[N-:22])[CH:12]=[CH:11][CH:10]=[CH:9][CH:8]=1. The yield is 0.630. (2) The reactants are [I:1][C:2]1[CH:9]=[CH:8][CH:7]=[CH:6][C:3]=1[CH2:4]Br.C(=O)([O-])[O-].[K+].[K+].[C:16]([CH2:19]C(=O)C)(=[O:18])[CH3:17]. The catalyst is C(O)C.O.C(OC)(C)(C)C. The product is [I:1][C:2]1[CH:9]=[CH:8][CH:7]=[CH:6][C:3]=1[CH2:4][CH2:17][C:16](=[O:18])[CH3:19]. The yield is 0.620.